Task: Predict the product of the given reaction.. Dataset: Forward reaction prediction with 1.9M reactions from USPTO patents (1976-2016) The product is: [CH2:28]([O:27][C:25]([C:24]1[CH:23]=[N:22][N:19]2[CH:20]=[CH:21][C:16]([N:12]3[CH2:13][CH2:14][CH2:15][C@@H:11]3[C:9]3[CH:10]=[C:5]([F:4])[CH:6]=[CH:7][C:8]=3[O:30][CH2:2][CH3:3])=[CH:17][C:18]=12)=[O:26])[CH3:29]. Given the reactants I[CH2:2][CH3:3].[F:4][C:5]1[CH:6]=[CH:7][C:8]([OH:30])=[C:9]([C@H:11]2[CH2:15][CH2:14][CH2:13][N:12]2[C:16]2[CH:21]=[CH:20][N:19]3[N:22]=[CH:23][C:24]([C:25]([O:27][CH2:28][CH3:29])=[O:26])=[C:18]3[CH:17]=2)[CH:10]=1.C([O-])([O-])=O.[K+].[K+], predict the reaction product.